This data is from Retrosynthesis with 50K atom-mapped reactions and 10 reaction types from USPTO. The task is: Predict the reactants needed to synthesize the given product. (1) Given the product Cn1nnc(-c2ccccc2F)c1-c1cn(-c2ccc(C(=O)NC3CCOCC3)cn2)cn1, predict the reactants needed to synthesize it. The reactants are: Cn1nnc(-c2ccccc2F)c1-c1cn(-c2ccc(C(=O)O)cn2)cn1.NC1CCOCC1. (2) Given the product Cc1cc(OC2CCCCO2)ccc1-c1cccc(CO)c1, predict the reactants needed to synthesize it. The reactants are: Cc1cc(OC2CCCCO2)ccc1-c1cccc(C=O)c1. (3) Given the product CCOC(=O)CN1C[C@@H](C(=O)N(c2cccc(F)c2)C(C(=O)NC2CC(F)(F)C2)c2ccccc2Cl)N(c2cc(C#N)ccn2)C1=O, predict the reactants needed to synthesize it. The reactants are: CCOC(=O)CN1C[C@@H](C(=O)N(c2cccc(F)c2)C(C(=O)NC2CC(F)(F)C2)c2ccccc2Cl)NC1=O.N#Cc1ccnc(Br)c1. (4) Given the product CC(=O)Nc1ncc(S(=O)(=O)NC(C)(C)CO)s1, predict the reactants needed to synthesize it. The reactants are: CC(=O)Nc1ncc(S(=O)(=O)Cl)s1.CC(C)(N)CO. (5) Given the product CCCCn1c(=O)n(Cc2ccccc2F)c(=O)c2[nH]c(Cc3ccc(NS(=O)(=O)c4cc(C)ccc4C)cc3)nc21, predict the reactants needed to synthesize it. The reactants are: CCCCn1c(=O)n(Cc2ccccc2F)c(=O)c2[nH]c(Cc3ccc(N)cc3)nc21.Cc1ccc(C)c(S(=O)(=O)Cl)c1. (6) The reactants are: Cc1ccc(-n2nccn2)c(C(=O)N2CCC[C@@H](C)[C@H]2CN)c1.Clc1ncc2c(Br)cccc2n1. Given the product Cc1ccc(-n2nccn2)c(C(=O)N2CCC[C@@H](C)[C@H]2CNc2ncc3c(Br)cccc3n2)c1, predict the reactants needed to synthesize it.